From a dataset of Full USPTO retrosynthesis dataset with 1.9M reactions from patents (1976-2016). Predict the reactants needed to synthesize the given product. (1) Given the product [OH:25][CH:19]([C:16]1[CH:17]=[CH:18][C:9]([OH:8])=[C:10]([CH2:11][OH:13])[CH:15]=1)[CH2:20][NH:36][C:33]1([CH2:32][C:31]2[CH:37]=[CH:38][C:28]([O:27][CH3:26])=[CH:29][CH:30]=2)[CH2:35][CH2:34]1, predict the reactants needed to synthesize it. The reactants are: C([O:8][C:9]1[CH:18]=[CH:17][C:16]([C:19](=[O:25])[CH:20](OCC)O)=[CH:15][C:10]=1[C:11]([O:13]C)=O)C1C=CC=CC=1.[CH3:26][O:27][C:28]1[CH:38]=[CH:37][C:31]([CH2:32][C:33]2([NH2:36])[CH2:35][CH2:34]2)=[CH:30][CH:29]=1.FC(F)(F)C([O-])=O. (2) Given the product [CH2:15]([CH:16]([NH:19][CH2:2][CH2:3][N:4]1[CH:8]=[CH:7][CH:6]=[C:5]1[C:9]([O:11][CH2:12][CH3:13])=[O:10])[CH2:17][CH3:18])[CH3:14], predict the reactants needed to synthesize it. The reactants are: Br[CH2:2][CH2:3][N:4]1[CH:8]=[CH:7][CH:6]=[C:5]1[C:9]([O:11][CH2:12][CH3:13])=[O:10].[CH3:14][CH2:15][CH:16]([NH2:19])[CH2:17][CH3:18].[I-].[K+]. (3) Given the product [Cl:1][C:2]1[CH:3]=[C:4]2[C:8](=[CH:9][CH:10]=1)[N:7]([C:11]1[CH:16]=[CH:15][CH:14]=[C:13]([C:17]([F:19])([F:18])[F:20])[CH:12]=1)[C:6]([CH:21]([NH:28][C:29]1[CH:30]=[CH:31][C:32]([C:33]([NH:45][CH2:44][CH2:43][C:42]([O:41][CH2:39][CH3:40])=[O:46])=[O:34])=[CH:36][CH:37]=1)[CH2:22][CH2:23][CH2:24][CH2:25][CH2:26][CH3:27])=[CH:5]2, predict the reactants needed to synthesize it. The reactants are: [Cl:1][C:2]1[CH:3]=[C:4]2[C:8](=[CH:9][CH:10]=1)[N:7]([C:11]1[CH:16]=[CH:15][CH:14]=[C:13]([C:17]([F:20])([F:19])[F:18])[CH:12]=1)[C:6]([CH:21]([NH:28][C:29]1[CH:37]=[CH:36][C:32]([C:33](O)=[O:34])=[CH:31][CH:30]=1)[CH2:22][CH2:23][CH2:24][CH2:25][CH2:26][CH3:27])=[CH:5]2.Cl.[CH2:39]([O:41][C:42](=[O:46])[CH2:43][CH2:44][NH2:45])[CH3:40].O.ON1C2C=CC=CC=2N=N1.Cl.C(N=C=NCCCN(C)C)C.Cl. (4) The reactants are: [P:1]([O-:5])([O-:4])([O-:3])=[O:2].[Na+].[Na+].[Na+].[Cl-].[Ca+2:10].[Cl-]. Given the product [P:1]([O-:5])([O-:4])([O-:3])=[O:2].[Ca+2:10].[P:1]([O-:5])([O-:4])([O-:3])=[O:2].[Ca+2:10].[Ca+2:10], predict the reactants needed to synthesize it. (5) Given the product [CH:20]([OH:22])=[O:36].[Cl:29][C:27]1[CH:26]=[CH:25][C:24]([N:30]2[CH:34]=[N:33][N:32]=[N:31]2)=[C:23]([C:18]2[CH:17]=[C:16]3[N:21]([C@H:13]([C:11]4[NH:12][C:8]([C:5]5[CH:4]=[CH:3][C:2]([NH:1][C:38](=[O:39])[N:37]([O:36][CH3:35])[CH3:41])=[CH:7][CH:6]=5)=[CH:9][N:10]=4)[CH2:14][CH2:15]3)[C:20](=[O:22])[CH:19]=2)[CH:28]=1, predict the reactants needed to synthesize it. The reactants are: [NH2:1][C:2]1[CH:7]=[CH:6][C:5]([C:8]2[NH:12][C:11]([C@H:13]3[N:21]4[C:16](=[CH:17][C:18]([C:23]5[CH:28]=[C:27]([Cl:29])[CH:26]=[CH:25][C:24]=5[N:30]5[CH:34]=[N:33][N:32]=[N:31]5)=[CH:19][C:20]4=[O:22])[CH2:15][CH2:14]3)=[N:10][CH:9]=2)=[CH:4][CH:3]=1.[CH3:35][O:36][N:37]([CH3:41])[C:38](Cl)=[O:39]. (6) Given the product [N:20]1([S:9]([C:5]2[CH:4]=[C:3]([CH:8]=[CH:7][CH:6]=2)[C:1]#[N:2])(=[O:11])=[O:10])[CH2:25][CH2:24][CH2:23][CH2:22][CH2:21]1, predict the reactants needed to synthesize it. The reactants are: [C:1]([C:3]1[CH:4]=[C:5]([S:9](Cl)(=[O:11])=[O:10])[CH:6]=[CH:7][CH:8]=1)#[N:2].C(N(CC)CC)C.[NH:20]1[CH2:25][CH2:24][CH2:23][CH2:22][CH2:21]1. (7) Given the product [CH2:9]([C@H:16]1[CH2:20][N:19]([C:6](=[O:8])[CH2:5][O:4][CH2:2][CH3:3])[C@H:18]([C:21]([NH:23][C:24]2[CH:29]=[CH:28][C:27]([O:30][C:31]3[CH:32]=[CH:33][C:34]([F:37])=[CH:35][CH:36]=3)=[CH:26][CH:25]=2)=[O:22])[CH2:17]1)[C:10]1[CH:11]=[CH:12][CH:13]=[CH:14][CH:15]=1, predict the reactants needed to synthesize it. The reactants are: Cl.[CH2:2]([O:4][CH2:5][C:6]([OH:8])=O)[CH3:3].[CH2:9]([C@H:16]1[CH2:20][NH:19][C@H:18]([C:21]([NH:23][C:24]2[CH:29]=[CH:28][C:27]([O:30][C:31]3[CH:36]=[CH:35][C:34]([F:37])=[CH:33][CH:32]=3)=[CH:26][CH:25]=2)=[O:22])[CH2:17]1)[C:10]1[CH:15]=[CH:14][CH:13]=[CH:12][CH:11]=1.